Regression. Given a peptide amino acid sequence and an MHC pseudo amino acid sequence, predict their binding affinity value. This is MHC class I binding data. From a dataset of Peptide-MHC class I binding affinity with 185,985 pairs from IEDB/IMGT. (1) The peptide sequence is REAGMAATL. The MHC is BoLA-HD6 with pseudo-sequence BoLA-HD6. The binding affinity (normalized) is 0.482. (2) The peptide sequence is GYRWMCLRR. The MHC is HLA-A11:01 with pseudo-sequence HLA-A11:01. The binding affinity (normalized) is 0.